From a dataset of Reaction yield outcomes from USPTO patents with 853,638 reactions. Predict the reaction yield, written as a fraction of the theoretical maximum amount of product (1.0 means a 100% yield; for example, 0.34 means a 34% yield). (1) The reactants are [N:1]([O-])=O.[Na+].[NH2:5][C:6]1[CH:7]=[N:8][C:9]([O:12][CH3:13])=[CH:10][CH:11]=1.C([O:16][C:17](=[O:41])[CH:18]([NH:24][C:25]([C:27]1[CH:32]=[CH:31][C:30]([NH:33][C:34]([O:36][C:37]([CH3:40])([CH3:39])[CH3:38])=[O:35])=[CH:29][N:28]=1)=O)C(OCC)=O)C.C(=O)([O-])[O-].[K+].[K+].C[O-].[Na+]. The catalyst is O.C(O)(=O)C.Cl.CC(C)=O.CO.C(OCC)(=O)C. The product is [C:37]([O:36][C:34]([NH:33][C:30]1[CH:31]=[CH:32][C:27]([C:25]2[N:5]([C:6]3[CH:7]=[N:8][C:9]([O:12][CH3:13])=[CH:10][CH:11]=3)[N:1]=[C:18]([C:17]([OH:16])=[O:41])[N:24]=2)=[N:28][CH:29]=1)=[O:35])([CH3:40])([CH3:39])[CH3:38]. The yield is 0.510. (2) The reactants are C[O:2][C:3](=[O:24])[C:4]([NH:7][C:8]([C:10]1[C:15]([OH:16])=[CH:14][C:13]([C:17]2[CH:22]=[CH:21][CH:20]=[C:19]([Cl:23])[CH:18]=2)=[CH:12][N:11]=1)=[O:9])([CH3:6])[CH3:5].[Li+].[OH-].O. The catalyst is C1COCC1. The product is [Cl:23][C:19]1[CH:18]=[C:17]([C:13]2[CH:14]=[C:15]([OH:16])[C:10]([C:8]([NH:7][C:4]([CH3:5])([CH3:6])[C:3]([OH:24])=[O:2])=[O:9])=[N:11][CH:12]=2)[CH:22]=[CH:21][CH:20]=1. The yield is 0.810. (3) The reactants are CCN(C(C)C)C(C)C.[F:10][C:11]1[CH:19]=[CH:18][CH:17]=[C:16]([F:20])[C:12]=1[C:13]([OH:15])=O.C1C=CC2N(O)N=NC=2C=1.CCN=C=NCCCN(C)C.[O:42]=[C:43]([N:60]1[CH2:65][CH2:64][NH:63][CH2:62][CH2:61]1)[CH2:44][NH:45][C:46]([C:48]1[CH:53]=[CH:52][C:51]([C:54]2[CH:59]=[CH:58][CH:57]=[CH:56][CH:55]=2)=[CH:50][CH:49]=1)=[O:47]. The catalyst is CN(C=O)C.O. The product is [F:20][C:16]1[CH:17]=[CH:18][CH:19]=[C:11]([F:10])[C:12]=1[C:13]([N:63]1[CH2:62][CH2:61][N:60]([C:43](=[O:42])[CH2:44][NH:45][C:46]([C:48]2[CH:53]=[CH:52][C:51]([C:54]3[CH:59]=[CH:58][CH:57]=[CH:56][CH:55]=3)=[CH:50][CH:49]=2)=[O:47])[CH2:65][CH2:64]1)=[O:15]. The yield is 0.384. (4) The reactants are [OH:1][CH2:2][C:3]1[CH2:8][C:7](=[O:9])[C:6]([O:10][CH3:11])=[CH:5][N:4]=1.[H-].[Na+].I[CH:15]([CH3:17])[CH3:16]. The catalyst is CN(C)C=O. The product is [OH:1][CH2:2][C:3]1[CH:8]=[C:7]([O:9][CH:15]([CH3:17])[CH3:16])[C:6]([O:10][CH3:11])=[CH:5][N:4]=1. The yield is 0.320. (5) The reactants are [N+:1]([C:4]1[CH:5]=[C:6]([NH2:13])[C:7](=[CH:11][CH:12]=1)[C:8]([OH:10])=O)([O-:3])=[O:2].[CH:14]([NH2:16])=O. No catalyst specified. The product is [N+:1]([C:4]1[CH:5]=[C:6]2[C:7]([C:8](=[O:10])[NH:16][CH:14]=[N:13]2)=[CH:11][CH:12]=1)([O-:3])=[O:2]. The yield is 0.950. (6) The catalyst is [Pd].ClCCl. The product is [OH:8][C:9]1[CH:10]=[CH:11][C:12]([CH2:15][CH2:16][C:17](=[O:22])[CH2:18][C:19](=[O:21])[CH3:20])=[CH:13][CH:14]=1. The reactants are C([O:8][C:9]1[CH:14]=[CH:13][C:12]([CH2:15][CH2:16][C:17](=[O:22])[CH2:18][C:19](=[O:21])[CH3:20])=[CH:11][CH:10]=1)C1C=CC=CC=1.[H][H]. The yield is 0.770. (7) The reactants are [OH:1][C@@H:2]([CH2:17][N:18]1[CH2:23][CH2:22][O:21][CH2:20][CH2:19]1)[CH2:3][N:4]1[CH2:9][CH2:8][C:7]2[NH:10][C:11]([CH:14]=O)=[C:12]([CH3:13])[C:6]=2[C:5]1=[O:16].[F:24][C:25]1[CH:26]=[C:27]2[C:31](=[CH:32][C:33]=1[NH:34][C:35](=[O:38])[CH2:36][OH:37])[NH:30][C:29](=[O:39])[CH2:28]2.N1CCCCC1. The catalyst is C(O)C. The product is [F:24][C:25]1[CH:26]=[C:27]2[C:31](=[CH:32][C:33]=1[NH:34][C:35](=[O:38])[CH2:36][OH:37])[NH:30][C:29](=[O:39])/[C:28]/2=[CH:14]\[C:11]1[NH:10][C:7]2[CH2:8][CH2:9][N:4]([CH2:3][C@@H:2]([OH:1])[CH2:17][N:18]3[CH2:19][CH2:20][O:21][CH2:22][CH2:23]3)[C:5](=[O:16])[C:6]=2[C:12]=1[CH3:13]. The yield is 0.800.